From a dataset of Antibody developability classification from SAbDab with 2,409 antibodies. Regression/Classification. Given an antibody's heavy chain and light chain sequences, predict its developability. TAP uses regression for 5 developability metrics; SAbDab uses binary classification. (1) The antibody is ['5vph', 'QIVMTQSPFSMYATLGERVTITCKASQDIYSYLSWLQQKPGKSLKTLIYRANRLITGVPSRFSGSGSGQDYSLTISSLEYEDMGIYYCLQYDEFPYTFGGGTKLEMK']. Result: 0 (not developable). (2) The antibody is ['QIELVQSGTEVKRPGASVRISCASSGYRFTNYFIHWVRQAPGRGLEWMGWMNPLHGGVNYSGRFQGRVTMTRDIYTETSFMVLSGLRSDDSAIYFCTRGRDGYDDGFHPWGQGTLVTVTA', 'CFVQSQSPSTLYASVGDKITITCRSSQSGWKAWYQQKPGKAPKLLIYKSSILETGVPSRFIGSDSGTEFTLTISSLQPDDFATYYCQHFETFGQGTRVQVR']. Result: 0 (not developable). (3) The antibody is ['EVKLSESGPGLVKPSQSLSLTCTVTGYSITTNYAWTWIRQFPGNKLEWMGYIRSSVITRYNPSLKSRISITQDTSKNQFFLQLNSVTTEDTATYYCARYDYYGNTGDYWGQGTSVTVSS', 'DIVITQDELSNPVTSGESVSISCRSSRSLLYKDGRTYLNWFLQRPGQSPQLLIYLMSTRASGVSDRFSGSGSGTDFTLEISRVKAEDVGVYYCQQFVEYPFTFGSGTKLEIK']. Result: 1 (developable). (4) The antibody is ['2atk', 'PROT_7E7F8549']. Result: 0 (not developable). (5) The antibody is ['EVQLQESGPGLVKPSGTVSLTCAVSGGSISSSYWWSWVRQPPGKGLEWIGEIYHSGNTNYNPSLKSRVTISVDKSKNLFSLKLSSVTAADTAVYYCARVALFDILTGGWFDPWGQGTLVTVSS', 'SYELTQPPSVSVSPGQTVNITCSGDTLGDKYVCWYQQKPGQSPVLVIYQDTKRPSGIPERFSGSNSGDTATLTVSGTQAMDEADYYCQAWDSSSFVFGTGTKVTVL']. Result: 0 (not developable).